This data is from Catalyst prediction with 721,799 reactions and 888 catalyst types from USPTO. The task is: Predict which catalyst facilitates the given reaction. (1) Reactant: [Cl:1][C:2]1[N:7]=[C:6]([N:8]([CH2:15][CH2:16][CH:17]([CH3:19])[CH3:18])[C@H:9]([C:11](OC)=[O:12])[CH3:10])[C:5]([N+:20]([O-])=O)=[CH:4][N:3]=1. Product: [Cl:1][C:2]1[N:3]=[CH:4][C:5]2[NH:20][C:11](=[O:12])[CH:9]([CH3:10])[N:8]([CH2:15][CH2:16][CH:17]([CH3:19])[CH3:18])[C:6]=2[N:7]=1. The catalyst class is: 770. (2) Reactant: [C:1]([Si:5]([O:8][C:9]1[CH:14]=[CH:13][C:12]([CH:15]2[CH2:20][CH2:19][C:18](=[CH2:21])[CH2:17][CH2:16]2)=[C:11]([O:22][Si:23]([C:26]([CH3:29])([CH3:28])[CH3:27])([CH3:25])[CH3:24])[CH:10]=1)([CH3:7])[CH3:6])([CH3:4])([CH3:3])[CH3:2].C12BC(CCC1)CCC2.OO.[OH-].[Na+].S(S([O-])(=O)=O)([O-])(=O)=[O:44].[Na+].[Na+]. Product: [Si:23]([O:22][C:11]1[CH:10]=[C:9]([O:8][Si:5]([C:1]([CH3:4])([CH3:3])[CH3:2])([CH3:6])[CH3:7])[CH:14]=[CH:13][C:12]=1[C@@H:15]1[CH2:16][CH2:17][C@H:18]([CH2:21][OH:44])[CH2:19][CH2:20]1)([C:26]([CH3:29])([CH3:28])[CH3:27])([CH3:24])[CH3:25]. The catalyst class is: 1. (3) Reactant: [Cl:1][C:2]1[CH:3]=[CH:4][CH:5]=[C:6]2[C:11]=1[N:10]=[C:9]([C:12]1[CH:17]=[C:16]([F:18])[CH:15]=[CH:14][C:13]=1[Cl:19])[C:8]([CH2:20][NH2:21])=[CH:7]2.Cl[C:23]1[N:31]=[CH:30][N:29]=[C:28]2[C:24]=1[NH:25][CH:26]=[N:27]2.CCN(C(C)C)C(C)C. Product: [Cl:1][C:2]1[CH:3]=[CH:4][CH:5]=[C:6]2[C:11]=1[N:10]=[C:9]([C:12]1[CH:17]=[C:16]([F:18])[CH:15]=[CH:14][C:13]=1[Cl:19])[C:8]([CH2:20][NH:21][C:23]1[N:31]=[CH:30][N:29]=[C:28]3[C:24]=1[N:25]=[CH:26][NH:27]3)=[CH:7]2. The catalyst class is: 51. (4) Reactant: [Br:1][C:2]1[S:3][CH:4]=[CH:5][CH:6]=1.II.Br[C:10]1[S:11][C:12](Br)=[CH:13][CH:14]=1. Product: [Br:1][C:2]1[S:3][C:4]([C:10]2[S:11][CH:12]=[CH:13][CH:14]=2)=[CH:5][CH:6]=1.[S:3]1[CH:4]=[CH:5][CH:6]=[C:2]1[C:10]1[S:11][C:12]([C:2]2[S:3][CH:4]=[CH:5][CH:6]=2)=[CH:13][CH:14]=1. The catalyst class is: 450. (5) Reactant: [CH3:1][C:2]1([CH3:12])[C:7](=[O:8])[CH2:6][C:5](=[O:9])[C:4]([CH3:11])([CH3:10])[O:3]1.C(Cl)(Cl)Cl.C1(C)C=CC=CC=1.C([O-])(=O)C.C([O-])(=O)C.C([O-])(=O)C.[Br:36][C:37]1[CH:38]=[CH:39][C:40]([CH2:44][CH3:45])=[C:41]([Pb+3])[CH:42]=1. Product: [Br:36][C:37]1[CH:42]=[CH:41][C:40]([CH2:44][CH3:45])=[C:39]([CH:6]2[C:7](=[O:8])[C:2]([CH3:12])([CH3:1])[O:3][C:4]([CH3:11])([CH3:10])[C:5]2=[O:9])[CH:38]=1. The catalyst class is: 646. (6) Reactant: [C:1]([OH:5])([CH3:4])([CH3:3])[CH3:2].[C:6](Cl)(Cl)=[O:7].[NH2:10][C:11]1[CH:16]=[CH:15][CH:14]=[C:13]([CH2:17][Cl:18])[N:12]=1.C(N(CC)C(C)C)(C)C.[OH-].[Na+]. Product: [C:1]([O:5][C:6](=[O:7])[NH:10][C:11]1[CH:16]=[CH:15][CH:14]=[C:13]([CH2:17][Cl:18])[N:12]=1)([CH3:4])([CH3:3])[CH3:2]. The catalyst class is: 69.